Dataset: Forward reaction prediction with 1.9M reactions from USPTO patents (1976-2016). Task: Predict the product of the given reaction. (1) Given the reactants [Cl:1][C:2]1[CH:7]=[CH:6][C:5]([S:8]([NH2:11])(=[O:10])=[O:9])=[C:4]([NH:12][S:13](/[CH:16]=[CH:17]/[C:18]2[CH:23]=[CH:22][C:21]([O:24][CH:25]([F:27])[F:26])=[CH:20][CH:19]=2)(=[O:15])=[O:14])[CH:3]=1.C([O-])(=O)C.[Na+].C1(C)C=CC(S(NN)(=O)=O)=CC=1, predict the reaction product. The product is: [Cl:1][C:2]1[CH:7]=[CH:6][C:5]([S:8]([NH2:11])(=[O:10])=[O:9])=[C:4]([NH:12][S:13]([CH2:16][CH2:17][C:18]2[CH:23]=[CH:22][C:21]([O:24][CH:25]([F:26])[F:27])=[CH:20][CH:19]=2)(=[O:14])=[O:15])[CH:3]=1. (2) Given the reactants [CH3:1][O:2][C:3](=[O:14])[C:4]1[CH:9]=[C:8]([N+:10]([O-])=O)[CH:7]=[CH:6][C:5]=1[Br:13].C(O)(=O)C, predict the reaction product. The product is: [CH3:1][O:2][C:3](=[O:14])[C:4]1[CH:9]=[C:8]([NH2:10])[CH:7]=[CH:6][C:5]=1[Br:13]. (3) Given the reactants Br[C:2]1[CH:3]=[C:4]2[CH2:10][C:9](=[O:11])[NH:8][C:5]2=N[CH:7]=1.[C:12]([O:16][C:17]([CH3:20])([CH3:19])[CH3:18])(=[O:15])[CH:13]=[CH2:14].[C:21]1(C)C=CC=CC=1P(C1C=CC=CC=1C)C1C=CC=CC=1C.C(N(C(C)C)CC)(C)C, predict the reaction product. The product is: [O:11]=[C:9]1[CH2:10][C:4]2[C:5](=[CH:21][CH:7]=[C:2](/[CH:14]=[CH:13]/[C:12]([O:16][C:17]([CH3:20])([CH3:19])[CH3:18])=[O:15])[CH:3]=2)[NH:8]1. (4) Given the reactants Br[C:2]1[C:7]([O:8][CH3:9])=[CH:6][CH:5]=[CH:4][C:3]=1[F:10].[S:11]1(=[O:18])(=[O:17])[CH2:16][CH2:15][CH2:14][CH2:13][NH:12]1.C(=O)([O-])[O-].[K+].[K+], predict the reaction product. The product is: [F:10][C:3]1[CH:4]=[CH:5][CH:6]=[C:7]([O:8][CH3:9])[C:2]=1[N:12]1[CH2:13][CH2:14][CH2:15][CH2:16][S:11]1(=[O:18])=[O:17].